Dataset: NCI-60 drug combinations with 297,098 pairs across 59 cell lines. Task: Regression. Given two drug SMILES strings and cell line genomic features, predict the synergy score measuring deviation from expected non-interaction effect. (1) Drug 1: CN(C)C1=NC(=NC(=N1)N(C)C)N(C)C. Drug 2: C1CNP(=O)(OC1)N(CCCl)CCCl. Cell line: RXF 393. Synergy scores: CSS=-2.82, Synergy_ZIP=3.19, Synergy_Bliss=3.68, Synergy_Loewe=-1.35, Synergy_HSA=-0.391. (2) Drug 1: C1CC2CC3=C(CC1C24CN(S(=O)(=O)N4)CC(F)(F)F)C=CC(=C3)C=CCN5CCC(CC5)C(F)(F)F. Drug 2: CN(C)C(=N)N=C(N)N. Cell line: T-47D. Synergy scores: CSS=27.8, Synergy_ZIP=0.973, Synergy_Bliss=4.20, Synergy_Loewe=-13.9, Synergy_HSA=4.50.